This data is from hERG potassium channel inhibition data for cardiac toxicity prediction from Karim et al.. The task is: Regression/Classification. Given a drug SMILES string, predict its toxicity properties. Task type varies by dataset: regression for continuous values (e.g., LD50, hERG inhibition percentage) or binary classification for toxic/non-toxic outcomes (e.g., AMES mutagenicity, cardiotoxicity, hepatotoxicity). Dataset: herg_karim. The drug is O=C(Nc1ccccc1)N(c1ccc(Br)cc1)C1CCN(C2CCCC2)CC1. The result is 1 (blocker).